From a dataset of Catalyst prediction with 721,799 reactions and 888 catalyst types from USPTO. Predict which catalyst facilitates the given reaction. (1) Reactant: [NH2:1][C:2]1[CH:3]=[CH:4][CH:5]=[C:6]2[C:10]=1[NH:9][C:8]([C:11]([O:13][CH2:14][CH3:15])=[O:12])=[CH:7]2.[Cl:16][C:17]1[S:21][C:20]([S:22](Cl)(=[O:24])=[O:23])=[CH:19][CH:18]=1. Product: [Cl:16][C:17]1[S:21][C:20]([S:22]([NH:1][C:2]2[CH:3]=[CH:4][CH:5]=[C:6]3[C:10]=2[NH:9][C:8]([C:11]([O:13][CH2:14][CH3:15])=[O:12])=[CH:7]3)(=[O:24])=[O:23])=[CH:19][CH:18]=1. The catalyst class is: 17. (2) Reactant: [Cl-].[NH4+].O.[Br:4][C:5]1[CH:10]=[CH:9][C:8]([NH:11][C@@H:12]([CH3:15])[CH2:13][OH:14])=[C:7]([N+:16]([O-])=O)[CH:6]=1. Product: [NH2:16][C:7]1[CH:6]=[C:5]([Br:4])[CH:10]=[CH:9][C:8]=1[NH:11][C@@H:12]([CH3:15])[CH2:13][OH:14]. The catalyst class is: 186.